This data is from Full USPTO retrosynthesis dataset with 1.9M reactions from patents (1976-2016). The task is: Predict the reactants needed to synthesize the given product. (1) Given the product [CH3:1][O:2][C:3]1[C:8]2[N:9]=[C:10]([C:25]([C@H:22]3[O:21][CH2:20][C@H:19]([NH:18][CH2:17][C:37]4[CH:36]=[CH:35][C:32]5[S:33][CH2:34][C:29](=[O:28])[NH:30][C:31]=5[N:38]=4)[CH2:24][CH2:23]3)=[O:26])[S:11][C:7]=2[CH:6]=[CH:5][CH:4]=1, predict the reactants needed to synthesize it. The reactants are: [CH3:1][O:2][C:3]1[C:8]2[N:9]=[CH:10][S:11][C:7]=2[CH:6]=[CH:5][CH:4]=1.C(O[C:17](=O)[NH:18][C@@H:19]1[CH2:24][CH2:23][C@@H:22]([CH:25]=[O:26])[O:21][CH2:20]1)(C)(C)C.[O:28]=[C:29]1[CH2:34][S:33][C:32]2[CH:35]=[CH:36][C:37](C=O)=[N:38][C:31]=2[NH:30]1. (2) Given the product [C-:12]1([O:22][CH2:21][C:20]([NH:24][C:25]([C-:27]2[CH:28]=[CH:29][CH:30]=[CH:31]2)=[O:26])([C:18]#[N:19])[CH3:23])[CH:16]=[CH:15][CH:14]=[CH:13]1.[CH-:2]1[CH:6]=[CH:5][CH:4]=[CH:3]1.[Fe+2:17].[CH-:32]1[CH:36]=[CH:35][CH:34]=[CH:33]1.[Fe+2:17], predict the reactants needed to synthesize it. The reactants are: [I-].[C-:2]1(C[N+](C)(C)C)[CH:6]=[CH:5][CH:4]=[CH:3]1.[CH-:12]1[CH:16]=[CH:15][CH:14]=[CH:13]1.[Fe+2:17].[C:18]([C:20]([NH:24][C:25]([C-:27]1[CH:31]=[CH:30][CH:29]=[CH:28]1)=[O:26])([CH3:23])[CH2:21][OH:22])#[N:19].[CH-:32]1[CH:36]=[CH:35][CH:34]=[CH:33]1.[Fe+2].C1OCCOCCOCCOCCOCCOC1.